From a dataset of Reaction yield outcomes from USPTO patents with 853,638 reactions. Predict the reaction yield, written as a fraction of the theoretical maximum amount of product (1.0 means a 100% yield; for example, 0.34 means a 34% yield). (1) The reactants are [CH2:1]([C@H:8]([NH:23][C:24](=[O:33])[O:25][CH2:26][C:27]1[CH:32]=[CH:31][CH:30]=[CH:29][CH:28]=1)[CH2:9][NH:10][C:11](=[O:22])[C@H:12]([NH:14]C(OC(C)(C)C)=O)[CH3:13])[C:2]1[CH:7]=[CH:6][CH:5]=[CH:4][CH:3]=1.CO.C(O)(C(F)(F)F)=O. The catalyst is ClCCl. The product is [NH2:14][C@@H:12]([C:11]([NH:10][CH2:9][C@@H:8]([NH:23][C:24](=[O:33])[O:25][CH2:26][C:27]1[CH:28]=[CH:29][CH:30]=[CH:31][CH:32]=1)[CH2:1][C:2]1[CH:7]=[CH:6][CH:5]=[CH:4][CH:3]=1)=[O:22])[CH3:13]. The yield is 0.900. (2) The reactants are Br[C:2]1[CH:3]=[C:4]([N:8]2[C:16]3[C:11](=[CH:12][C:13]([O:17][CH3:18])=[CH:14][CH:15]=3)[C:10]([C:19]([O:21][CH3:22])=[O:20])=[N:9]2)[CH:5]=[CH:6][CH:7]=1.[C:23]([C@:25]1([OH:32])[CH2:29][CH2:28][N:27]([CH3:30])[C:26]1=[O:31])#[CH:24]. No catalyst specified. The product is [OH:32][C@@:25]1([C:23]#[C:24][C:2]2[CH:3]=[C:4]([N:8]3[C:16]4[C:11](=[CH:12][C:13]([O:17][CH3:18])=[CH:14][CH:15]=4)[C:10]([C:19]([O:21][CH3:22])=[O:20])=[N:9]3)[CH:5]=[CH:6][CH:7]=2)[CH2:29][CH2:28][N:27]([CH3:30])[C:26]1=[O:31]. The yield is 0.450. (3) The reactants are [NH:1]1[CH2:5][CH2:4][CH2:3][CH2:2]1.C(N(CC)CC)C.Cl.[F:14][C:15]([F:49])([F:48])[C:16]1[CH:21]=[C:20]([C:22]2[CH:27]=[CH:26][C:25]([C:28]([F:31])([F:30])[F:29])=[CH:24][CH:23]=2)[N:19]=[C:18]([C:32]2[CH:37]=[CH:36][N:35]=[C:34]([C:38]3[CH:39]=[C:40]([S:44](Cl)(=[O:46])=[O:45])[CH:41]=[CH:42][CH:43]=3)[CH:33]=2)[N:17]=1. The catalyst is C1COCC1. The product is [N:1]1([S:44]([C:40]2[CH:39]=[C:38]([C:34]3[CH:33]=[C:32]([C:18]4[N:17]=[C:16]([C:15]([F:14])([F:48])[F:49])[CH:21]=[C:20]([C:22]5[CH:27]=[CH:26][C:25]([C:28]([F:31])([F:29])[F:30])=[CH:24][CH:23]=5)[N:19]=4)[CH:37]=[CH:36][N:35]=3)[CH:43]=[CH:42][CH:41]=2)(=[O:45])=[O:46])[CH2:5][CH2:4][CH2:3][CH2:2]1. The yield is 0.850. (4) The product is [C:16]([O:8][C:3]1[CH:4]=[CH:5][CH:6]=[CH:7][C:2]=1[Cl:1])(=[O:19])[CH2:17][CH3:18]. The reactants are [Cl:1][C:2]1[CH:7]=[CH:6][CH:5]=[CH:4][C:3]=1[OH:8].C(N(CC)CC)C.[C:16](Cl)(=[O:19])[CH2:17][CH3:18]. The catalyst is ClCCl. The yield is 0.900. (5) The reactants are FC(F)(F)C(O[C:6]1[CH2:11][CH2:10][C:9]([CH3:13])([CH3:12])[CH2:8][CH:7]=1)=O.C([Sn](CCCC)(CCCC)[C:21]1[CH:26]=[CH:25][N:24]=[CH:23][CH:22]=1)CCC.C1C=CC(P(C2C=CC=CC=2)C2C=CC=CC=2)=CC=1.C([O-])([O-])=O.[K+].[K+]. The catalyst is CN1CCCC1=O.C1C=CC(/C=C/C(/C=C/C2C=CC=CC=2)=O)=CC=1.C1C=CC(/C=C/C(/C=C/C2C=CC=CC=2)=O)=CC=1.C1C=CC(/C=C/C(/C=C/C2C=CC=CC=2)=O)=CC=1.[Pd].[Pd].[Cu]I. The product is [CH3:13][C:9]1([CH3:12])[CH2:10][CH2:11][C:6]([C:21]2[CH:26]=[CH:25][N:24]=[CH:23][CH:22]=2)=[CH:7][CH2:8]1. The yield is 0.360. (6) The yield is 0.350. The product is [OH:8][C:9]1[CH:14]=[C:13]([OH:15])[C:12]([CH:23]([CH3:24])[CH3:25])=[CH:11][C:10]=1[C:26]([N:28]1[CH2:36][C:35]2[C:30](=[C:31]([CH3:43])[CH:32]=[C:33]([O:37][CH2:38][CH2:39][N:40]([CH3:42])[CH3:41])[CH:34]=2)[CH2:29]1)=[O:27]. The reactants are C([O:8][C:9]1[CH:14]=[C:13]([O:15]CC2C=CC=CC=2)[C:12]([C:23]([CH3:25])=[CH2:24])=[CH:11][C:10]=1[C:26]([N:28]1[CH2:36][C:35]2[C:30](=[CH:31][CH:32]=[C:33]([O:37][CH2:38][CH2:39][N:40]([CH3:42])[CH3:41])[CH:34]=2)[CH2:29]1)=[O:27])C1C=CC=CC=1.[CH3:43]O. The catalyst is [Pd]. (7) The reactants are [Si:1]([O:8][C@@H:9]([C@H:14]1[CH2:18][O:17][C:16]([CH3:20])([CH3:19])[O:15]1)[C@@H:10]([CH3:13])[CH2:11]O)([C:4]([CH3:7])([CH3:6])[CH3:5])([CH3:3])[CH3:2].CC(OC(/N=N/C(OC(C)C)=O)=O)C.C1C=CC(P(C2C=CC=CC=2)C2C=CC=CC=2)=CC=1.C1C=CC(P([N:68]=[N+:69]=[N-:70])(C2C=CC=CC=2)=O)=CC=1. The catalyst is C1COCC1. The product is [N:68]([CH2:11][C@H:10]([CH3:13])[C@H:9]([C@H:14]1[CH2:18][O:17][C:16]([CH3:20])([CH3:19])[O:15]1)[O:8][Si:1]([C:4]([CH3:7])([CH3:6])[CH3:5])([CH3:3])[CH3:2])=[N+:69]=[N-:70]. The yield is 0.620. (8) The reactants are [CH3:1][N:2]1[C:6]2=[C:7]([NH:11][C@@H:12]3[CH2:17][CH2:16][CH2:15][N:14]([C:18]([O:20][C:21]([CH3:24])([CH3:23])[CH3:22])=[O:19])[CH2:13]3)[N:8]=[CH:9][CH:10]=[C:5]2[CH:4]=[CH:3]1.[Br:25][C:26]1[CH:34]=[CH:33][C:29]([C:30](Cl)=[O:31])=[CH:28][CH:27]=1.C[Si]([N-][Si](C)(C)C)(C)C.[Li+]. The catalyst is C1COCC1. The product is [Br:25][C:26]1[CH:34]=[CH:33][C:29]([C:30]([N:11]([C:7]2[N:8]=[CH:9][CH:10]=[C:5]3[CH:4]=[CH:3][N:2]([CH3:1])[C:6]=23)[C@@H:12]2[CH2:17][CH2:16][CH2:15][N:14]([C:18]([O:20][C:21]([CH3:24])([CH3:23])[CH3:22])=[O:19])[CH2:13]2)=[O:31])=[CH:28][CH:27]=1. The yield is 0.720.